Dataset: Forward reaction prediction with 1.9M reactions from USPTO patents (1976-2016). Task: Predict the product of the given reaction. (1) Given the reactants [C:1]([O:5][C:6]([N:8]1[CH2:13][CH2:12][N:11]2[C:14]([CH2:17][CH3:18])=[N:15][CH:16]=[C:10]2[CH:9]1[CH2:19][O:20][C:21]1[CH:26]=[CH:25][C:24]([C:27]([F:30])([F:29])[F:28])=[CH:23][CH:22]=1)=[O:7])([CH3:4])([CH3:3])[CH3:2].C(Cl)[Cl:32].CO, predict the reaction product. The product is: [C:1]([O:5][C:6]([N:8]1[CH2:13][CH2:12][N:11]2[C:14]([CH2:17][CH3:18])=[N:15][C:16]([Cl:32])=[C:10]2[CH:9]1[CH2:19][O:20][C:21]1[CH:22]=[CH:23][C:24]([C:27]([F:28])([F:29])[F:30])=[CH:25][CH:26]=1)=[O:7])([CH3:2])([CH3:3])[CH3:4]. (2) Given the reactants [Cl:1][C:2]1[CH:7]=[C:6]([CH2:8][NH:9][C:10]([NH2:26])=[N:11][C:12](=[O:25])[CH2:13][C:14]2[C:22]3[C:17](=[CH:18][CH:19]=[C:20](OC)[CH:21]=3)[NH:16][CH:15]=2)[CH:5]=[C:4]([Cl:27])[C:3]=1[NH:28]C(=O)C.N1C2C(=CC=CC=2)C(C(C)C(O)=O)=[CH:33]1.COC1C=C2C(=CC=1)NC=C2CC(N(C(SC)=N)C(=O)OC(C)(C)C)=O.ClC1C=C(C=C(Cl)C=1N)CN, predict the reaction product. The product is: [NH2:28][C:3]1[C:4]([Cl:27])=[CH:5][C:6]([CH2:8][NH:9][C:10]([NH2:26])=[N:11][C:12](=[O:25])[CH:13]([C:14]2[C:22]3[C:17](=[CH:18][CH:19]=[CH:20][CH:21]=3)[NH:16][CH:15]=2)[CH3:33])=[CH:7][C:2]=1[Cl:1].